This data is from Full USPTO retrosynthesis dataset with 1.9M reactions from patents (1976-2016). The task is: Predict the reactants needed to synthesize the given product. Given the product [CH3:3][C:4]1([C:9]2[CH:13]=[C:12]([CH2:14][N:15]3[CH:19]=[C:18]([NH2:20])[CH:17]=[N:16]3)[O:11][N:10]=2)[O:8][CH2:7][CH2:6][O:5]1, predict the reactants needed to synthesize it. The reactants are: N#N.[CH3:3][C:4]1([C:9]2[CH:13]=[C:12]([CH2:14][N:15]3[CH:19]=[C:18]([N+:20]([O-])=O)[CH:17]=[N:16]3)[O:11][N:10]=2)[O:8][CH2:7][CH2:6][O:5]1.[NH4+].[Cl-].